Predict the reaction yield, written as a fraction of the theoretical maximum amount of product (1.0 means a 100% yield; for example, 0.34 means a 34% yield). From a dataset of Reaction yield outcomes from USPTO patents with 853,638 reactions. The reactants are [Cl:1][C:2]1[CH:7]=[CH:6][N:5]=[C:4]2[CH:8]=[CH:9][S:10][C:3]=12.ClC1C=CN=C2C=C(C3N=CN(C)C=3)SC=12.I[C:28]1[CH:29]=[N:30][N:31]([CH2:33][CH2:34][N:35]([CH3:43])[C:36](=[O:42])[O:37][C:38]([CH3:41])([CH3:40])[CH3:39])[CH:32]=1. No catalyst specified. The product is [Cl:1][C:2]1[CH:7]=[CH:6][N:5]=[C:4]2[CH:8]=[C:9]([C:28]3[CH:29]=[N:30][N:31]([CH2:33][CH2:34][N:35]([CH3:43])[C:36](=[O:42])[O:37][C:38]([CH3:39])([CH3:40])[CH3:41])[CH:32]=3)[S:10][C:3]=12. The yield is 0.750.